From a dataset of Full USPTO retrosynthesis dataset with 1.9M reactions from patents (1976-2016). Predict the reactants needed to synthesize the given product. (1) Given the product [F:1][C:2]1[C:3]([CH2:16][CH2:23][C:24]2[S:25][CH:26]=[C:27]([CH:29]([CH3:31])[CH3:30])[N:28]=2)=[CH:4][C:5]([NH:8][C:9](=[O:15])[O:10][C:11]([CH3:12])([CH3:13])[CH3:14])=[N:6][CH:7]=1, predict the reactants needed to synthesize it. The reactants are: [F:1][C:2]1[C:3]([CH3:16])=[CH:4][C:5]([NH:8][C:9](=[O:15])[O:10][C:11]([CH3:14])([CH3:13])[CH3:12])=[N:6][CH:7]=1.C([Li])CCC.Br[CH2:23][C:24]1[S:25][CH:26]=[C:27]([CH:29]([CH3:31])[CH3:30])[N:28]=1.O. (2) Given the product [CH2:1]([O:3][P:4]([CH:9]=[C:10]1[NH:16][CH2:15][CH2:14][N:13]([CH3:17])[C:12]2[CH:18]=[C:19]([C:29]3[CH:28]=[CH:27][CH:26]=[C:25]([O:24][CH3:23])[CH:30]=3)[CH:20]=[CH:21][C:11]1=2)(=[O:8])[O:5][CH2:6][CH3:7])[CH3:2], predict the reactants needed to synthesize it. The reactants are: [CH2:1]([O:3][P:4]([CH:9]=[C:10]1[NH:16][CH2:15][CH2:14][N:13]([CH3:17])[C:12]2[CH:18]=[C:19](Br)[CH:20]=[CH:21][C:11]1=2)(=[O:8])[O:5][CH2:6][CH3:7])[CH3:2].[CH3:23][O:24][C:25]1[CH:26]=[C:27](B(O)O)[CH:28]=[CH:29][CH:30]=1.[F-].[Cs+]. (3) Given the product [NH2:1][C:2]1[N:10]=[C:9]([CH2:11][O:12][CH3:13])[CH:8]=[CH:7][C:3]=1[C:4]#[N:6], predict the reactants needed to synthesize it. The reactants are: [NH2:1][C:2]1[N:10]=[C:9]([CH2:11][O:12][CH3:13])[CH:8]=[CH:7][C:3]=1[C:4]([NH2:6])=O.P(Cl)(Cl)(Cl)=O.[OH-].[Na+]. (4) Given the product [NH2:1][CH2:4][CH2:5][CH2:6][O:7][C:8]1[CH:13]=[CH:12][C:11]([CH2:14][CH:15]([CH2:21][CH2:22][CH2:23][CH3:24])[C:16]([O:18][CH2:19][CH3:20])=[O:17])=[CH:10][CH:9]=1, predict the reactants needed to synthesize it. The reactants are: [N:1]([CH2:4][CH2:5][CH2:6][O:7][C:8]1[CH:13]=[CH:12][C:11]([CH2:14][CH:15]([CH2:21][CH2:22][CH2:23][CH3:24])[C:16]([O:18][CH2:19][CH3:20])=[O:17])=[CH:10][CH:9]=1)=[N+]=[N-]. (5) The reactants are: C([Li])CCC.[CH2:6]=[CH:7][C:8](=[CH2:10])[CH3:9].[CH2:11]=[CH:12][C:13]1[CH:18]=[CH:17][CH:16]=[CH:15][CH:14]=1. Given the product [CH2:6]=[CH:7][C:8](=[CH2:9])[CH3:10].[CH2:11]=[CH:12][C:13]1[CH:18]=[CH:17][CH:16]=[CH:15][CH:14]=1, predict the reactants needed to synthesize it. (6) Given the product [F:18][C:17]([F:19])([F:20])[C:15]1[CH:14]=[C:5]([CH:4]=[C:3]([C:2]([F:1])([F:21])[F:22])[CH:16]=1)[CH2:6][N:7]([CH2:40][C:31]1[CH:32]=[C:33]([C:36]([F:37])([F:39])[F:38])[CH:34]=[CH:35][C:30]=1[Br:29])[C:8]1[N:9]=[N:10][N:11]([CH3:13])[N:12]=1, predict the reactants needed to synthesize it. The reactants are: [F:1][C:2]([F:22])([F:21])[C:3]1[CH:4]=[C:5]([CH:14]=[C:15]([C:17]([F:20])([F:19])[F:18])[CH:16]=1)[CH2:6][NH:7][C:8]1[N:9]=[N:10][N:11]([CH3:13])[N:12]=1.CC(C)([O-])C.[K+].[Br:29][C:30]1[CH:35]=[CH:34][C:33]([C:36]([F:39])([F:38])[F:37])=[CH:32][C:31]=1[CH2:40]Br.